From a dataset of Full USPTO retrosynthesis dataset with 1.9M reactions from patents (1976-2016). Predict the reactants needed to synthesize the given product. Given the product [C:20]1(/[CH:26]=[CH:27]\[CH2:28][CH2:29][O:30][C:31](=[O:32])[NH:10][C@H:9]2[CH2:8][NH:7][C:6]2=[O:5])[CH:25]=[CH:24][CH:23]=[CH:22][CH:21]=1, predict the reactants needed to synthesize it. The reactants are: C([O-])(=O)C.[O:5]=[C:6]1[C@@H:9]([NH3+:10])[CH2:8][NH:7]1.CCN(C(C)C)C(C)C.[C:20]1(/[CH:26]=[CH:27]\[CH2:28][CH2:29][O:30][C:31](N2C=CC=CC2=O)=[O:32])[CH:25]=[CH:24][CH:23]=[CH:22][CH:21]=1.